Dataset: M1 muscarinic receptor antagonist screen with 61,756 compounds. Task: Binary Classification. Given a drug SMILES string, predict its activity (active/inactive) in a high-throughput screening assay against a specified biological target. (1) The compound is Clc1ccc(C2Cc3[nH]c(c(c3C(=O)C2)C)C(O)=O)cc1. The result is 0 (inactive). (2) The compound is O=C/1CC(CC(=O)C1=C\N1CCN(CC1)C(=O)c1occc1)(C)C. The result is 0 (inactive). (3) The molecule is S(CC(=O)N1CCN(CC1)C(=O)c1occc1)c1n(nnn1)c1c(cc(cc1)C)C. The result is 0 (inactive). (4) The compound is O(C(=O)N(c1ccccc1)c1ccccc1)c1ccc(cc1)c1ocnn1. The result is 1 (active). (5) The drug is Clc1c(N2CCN(CC2)CC)ccc(NC(=O)CCCCC)c1. The result is 1 (active).